This data is from Full USPTO retrosynthesis dataset with 1.9M reactions from patents (1976-2016). The task is: Predict the reactants needed to synthesize the given product. (1) Given the product [C:1]([C:5]1[S:9]/[C:8](=[N:10]\[C:11](=[O:21])[C:12]2[CH:17]=[C:16]([Cl:18])[CH:15]=[CH:14][C:13]=2[O:19][CH3:20])/[N:7]([CH2:29][CH:30]2[CH2:35][CH2:34][O:33][CH2:32][CH2:31]2)[CH:6]=1)([CH3:4])([CH3:2])[CH3:3], predict the reactants needed to synthesize it. The reactants are: [C:1]([C:5]1[S:9][C:8]([NH:10][C:11](=[O:21])[C:12]2[CH:17]=[C:16]([Cl:18])[CH:15]=[CH:14][C:13]=2[O:19][CH3:20])=[N:7][CH:6]=1)([CH3:4])([CH3:3])[CH3:2].CC(C)([O-])C.[K+].I[CH2:29][CH:30]1[CH2:35][CH2:34][O:33][CH2:32][CH2:31]1. (2) Given the product [CH2:1]([O:8][C:9]1[C:18]2[C:13](=[CH:14][CH:15]=[CH:16][CH:17]=2)[CH:12]=[CH:11][C:10]=1[CH2:19][C:20]([O:28][CH3:27])=[O:22])[C:2]1[CH:7]=[CH:6][CH:5]=[CH:4][CH:3]=1, predict the reactants needed to synthesize it. The reactants are: [CH2:1]([O:8][C:9]1[C:18]2[C:13](=[CH:14][CH:15]=[CH:16][CH:17]=2)[CH:12]=[CH:11][C:10]=1[CH2:19][C:20]#N)[C:2]1[CH:7]=[CH:6][CH:5]=[CH:4][CH:3]=1.[OH-:22].[Na+].Cl.CI.[C:27](=O)([O-])[O-:28].[K+].[K+]. (3) Given the product [ClH:19].[OH:20][CH:21]1[CH2:25][CH2:24][N:23]([CH2:26][CH2:27][CH2:28][NH:29][S:16]([C:14]2[S:15][C:11]([C:5]3[CH:4]=[C:3]([CH2:1][CH3:2])[C:8](=[O:9])[NH:7][C:6]=3[CH3:10])=[CH:12][CH:13]=2)(=[O:18])=[O:17])[CH2:22]1, predict the reactants needed to synthesize it. The reactants are: [CH2:1]([C:3]1[C:8](=[O:9])[NH:7][C:6]([CH3:10])=[C:5]([C:11]2[S:15][C:14]([S:16]([Cl:19])(=[O:18])=[O:17])=[CH:13][CH:12]=2)[CH:4]=1)[CH3:2].[OH:20][CH:21]1[CH2:25][CH2:24][N:23]([CH2:26][CH2:27][CH2:28][NH2:29])[CH2:22]1. (4) Given the product [O:26]1[CH2:27][CH:28]=[C:29]([C:2]2[CH:7]=[CH:6][N:5]=[CH:4][C:3]=2[N:8]([CH3:25])[C:9](=[O:24])[C:10]2[CH:15]=[C:14]([C:16]([F:19])([F:18])[F:17])[CH:13]=[C:12]([C:20]([F:23])([F:22])[F:21])[CH:11]=2)[CH2:30][CH2:31]1, predict the reactants needed to synthesize it. The reactants are: I[C:2]1[CH:7]=[CH:6][N:5]=[CH:4][C:3]=1[N:8]([CH3:25])[C:9](=[O:24])[C:10]1[CH:15]=[C:14]([C:16]([F:19])([F:18])[F:17])[CH:13]=[C:12]([C:20]([F:23])([F:22])[F:21])[CH:11]=1.[O:26]1[CH2:31][CH:30]=[C:29](OS(C(F)(F)F)(=O)=O)[CH2:28][CH2:27]1.